This data is from Catalyst prediction with 721,799 reactions and 888 catalyst types from USPTO. The task is: Predict which catalyst facilitates the given reaction. (1) Reactant: [CH3:1][O:2][C:3]1[CH:8]=[CH:7][C:6]([OH:9])=[CH:5][CH:4]=1.CC(C)([O-])C.[K+].Br[CH2:17][CH2:18][N:19]1[CH:28]=[CH:27][C:26]2[C:21](=[CH:22][C:23]([C:29]([O:31][CH3:32])=[O:30])=[CH:24][CH:25]=2)[C:20]1=[O:33]. Product: [CH3:1][O:2][C:3]1[CH:8]=[CH:7][C:6]([O:9][CH2:17][CH2:18][N:19]2[CH:28]=[CH:27][C:26]3[C:21](=[CH:22][C:23]([C:29]([O:31][CH3:32])=[O:30])=[CH:24][CH:25]=3)[C:20]2=[O:33])=[CH:5][CH:4]=1. The catalyst class is: 118. (2) Reactant: [C:1]([O:5][C:6]([NH:8][CH2:9][C:10]([OH:12])=O)=[O:7])([CH3:4])([CH3:3])[CH3:2].Cl.[CH3:14][NH:15][O:16][CH3:17].C(N(CC)CC)C. Product: [CH3:17][O:16][N:15]([CH3:14])[C:10](=[O:12])[CH2:9][NH:8][C:6](=[O:7])[O:5][C:1]([CH3:2])([CH3:3])[CH3:4]. The catalyst class is: 143.